From a dataset of Reaction yield outcomes from USPTO patents with 853,638 reactions. Predict the reaction yield, written as a fraction of the theoretical maximum amount of product (1.0 means a 100% yield; for example, 0.34 means a 34% yield). (1) The reactants are [Cl:1][CH2:2][C:3]([NH:5][C:6]([CH3:11])([CH3:10])[C:7]([OH:9])=[O:8])=O.C(N(CC)CC)C.ClC(OCC)=O. The catalyst is CC(C)=O. The product is [Cl:1][CH2:2][C:3]1[O:8][C:7](=[O:9])[C:6]([CH3:11])([CH3:10])[N:5]=1. The yield is 0.820. (2) The reactants are [I:1][C:2]1[CH:3]=[CH:4][C:5]([NH:10][CH3:11])=[N:6][C:7]=1[O:8][CH3:9].C(O[CH:15]=[C:16]([C:22]([O:24]CC)=O)[C:17]([O:19][CH2:20][CH3:21])=[O:18])C. No catalyst specified. The product is [I:1][C:2]1[CH:3]=[C:4]2[C:5](=[N:6][C:7]=1[O:8][CH3:9])[N:10]([CH3:11])[CH:15]=[C:16]([C:17]([O:19][CH2:20][CH3:21])=[O:18])[C:22]2=[O:24]. The yield is 0.160. (3) The reactants are Cl[CH2:2][C:3]1[CH:4]=[C:5]([CH:11]=[CH:12][CH:13]=1)[C:6]([O:8][CH2:9][CH3:10])=[O:7].C(OP(OCC)OCC)C.[H-].[Na+].[CH3:26][O:27][CH2:28][O:29][C:30]1[C:37]([CH3:38])=[CH:36][C:33]([CH:34]=O)=[CH:32][C:31]=1[CH3:39]. The catalyst is CN(C=O)C.C(OCC)(=O)C. The product is [CH3:26][O:27][CH2:28][O:29][C:30]1[C:37]([CH3:38])=[CH:36][C:33](/[CH:34]=[CH:2]/[C:3]2[CH:4]=[C:5]([CH:11]=[CH:12][CH:13]=2)[C:6]([O:8][CH2:9][CH3:10])=[O:7])=[CH:32][C:31]=1[CH3:39]. The yield is 0.710. (4) The reactants are Cl.[NH2:2][C@H:3]([C:8]1[CH:13]=[CH:12][C:11]([OH:14])=[CH:10][CH:9]=1)[C:4]([O:6][CH3:7])=[O:5].O1CCOCC1.C(N(CC)CC)C.[C:28]([O:32][C:33](O[C:33]([O:32][C:28]([CH3:31])([CH3:30])[CH3:29])=[O:34])=[O:34])([CH3:31])([CH3:30])[CH3:29]. The catalyst is O. The product is [C:28]([O:32][C:33]([NH:2][C@H:3]([C:8]1[CH:9]=[CH:10][C:11]([OH:14])=[CH:12][CH:13]=1)[C:4]([O:6][CH3:7])=[O:5])=[O:34])([CH3:31])([CH3:30])[CH3:29]. The yield is 0.780. (5) The reactants are [CH3:1][O:2][C:3]1[CH:8]=[CH:7][CH:6]=[CH:5][C:4]=1[OH:9].F[C:11]1[CH:18]=[CH:17][C:14]([C:15]#[N:16])=[CH:13][C:12]=1[N+:19]([O-:21])=[O:20].[CH3:22][O:23][C:24]1[CH:39]=[CH:38][CH:37]=[CH:36][C:25]=1[O:26][C:27]1[CH:34]=[CH:33][C:30]([C:31]#[N:32])=[CH:29][C:28]=1[NH2:35].[NH2:40][C:41]1[S:42][CH:43]=[CH:44][N:45]=1. No catalyst specified. The product is [CH3:1][O:2][C:3]1[CH:8]=[CH:7][CH:6]=[CH:5][C:4]=1[O:9][C:11]1[CH:18]=[CH:17][C:14]([C:15]#[N:16])=[CH:13][C:12]=1[N+:19]([O-:21])=[O:20].[C:31]([C:30]1[CH:33]=[CH:34][C:27]([O:26][C:25]2[CH:36]=[CH:37][CH:38]=[CH:39][C:24]=2[O:23][CH3:22])=[C:28]([NH:35][C:4]([NH:40][C:41]2[S:42][CH:43]=[CH:44][N:45]=2)=[O:9])[CH:29]=1)#[N:32]. The yield is 0.810. (6) The reactants are O[CH2:2][CH2:3][CH2:4][C:5]1[C:6](=[O:19])[N:7]=[C:8](/[CH:11]=[CH:12]/[C:13]2[CH:18]=[CH:17][CH:16]=[CH:15][CH:14]=2)[NH:9][CH:10]=1.C1(P(C2C=CC=CC=2)C2C=CC=CC=2)C=CC=CC=1.N(C(OCC)=O)=NC(OCC)=O. The catalyst is C1COCC1. The product is [C:13]1(/[CH:12]=[CH:11]/[C:8]2[N:9]=[CH:10][C:5]3[CH2:4][CH2:3][CH2:2][O:19][C:6]=3[N:7]=2)[CH:14]=[CH:15][CH:16]=[CH:17][CH:18]=1. The yield is 0.840. (7) The catalyst is CN(C=O)C. The reactants are [F:1][C:2]1[CH:3]=[C:4]([CH:7]=[C:8]([OH:11])[C:9]=1[OH:10])[CH:5]=[O:6].[C:12]([O-])([O-])=O.[Cs+].[Cs+].O. The yield is 0.490. The product is [F:1][C:2]1[C:9]2[O:10][CH2:12][O:11][C:8]=2[CH:7]=[C:4]([CH:5]=[O:6])[CH:3]=1. (8) The reactants are COCCN(S(F)(F)[F:11])CCOC.O[CH2:15][C:16]1[CH:17]=[CH:18][C:19]([C:22]2[N:26]([C:27]3[N:28]=[N:29][C:30]([O:33][CH3:34])=[CH:31][CH:32]=3)[N:25]=[C:24]([C:35]([N:37]3[CH2:42][CH2:41][O:40][CH2:39][CH2:38]3)=[O:36])[CH:23]=2)=[N:20][CH:21]=1.C(=O)([O-])O.[Na+]. The catalyst is ClCCl. The product is [F:11][CH2:15][C:16]1[CH:17]=[CH:18][C:19]([C:22]2[N:26]([C:27]3[N:28]=[N:29][C:30]([O:33][CH3:34])=[CH:31][CH:32]=3)[N:25]=[C:24]([C:35]([N:37]3[CH2:42][CH2:41][O:40][CH2:39][CH2:38]3)=[O:36])[CH:23]=2)=[N:20][CH:21]=1. The yield is 0.240. (9) The reactants are [C:1]([O:5][C:6]([N:8]1[CH2:12][C@H:11]([S:13][CH2:14][C:15]2[CH:20]=[CH:19][C:18]([O:21][CH3:22])=[CH:17][CH:16]=2)[CH2:10][C@H:9]1[C:23](=[O:28])N(OC)C)=[O:7])([CH3:4])([CH3:3])[CH3:2].[H-].[H-].[H-].[H-].[Li+].[Al+3]. The product is [C:1]([O:5][C:6]([N:8]1[CH2:12][C@H:11]([S:13][CH2:14][C:15]2[CH:20]=[CH:19][C:18]([O:21][CH3:22])=[CH:17][CH:16]=2)[CH2:10][C@H:9]1[CH:23]=[O:28])=[O:7])([CH3:4])([CH3:3])[CH3:2]. The yield is 0.980. The catalyst is C1COCC1. (10) The reactants are N1N2C=CC=NC2=C(C(O)=O)C=1.NC1C=C(Cl)C=CC=1O.[Cl:22][C:23]1[CH:28]=[CH:27][C:26]([O:29]C(C2C=NN3C=CC=NC=23)=O)=[C:25]([NH:41][C:42]([C:44]2[CH:45]=[N:46][N:47]3[CH:52]=[CH:51][CH:50]=[N:49][C:48]=23)=[O:43])[CH:24]=1. The catalyst is S(Cl)(Cl)=O. The product is [Cl:22][C:23]1[CH:28]=[CH:27][C:26]([OH:29])=[C:25]([NH:41][C:42]([C:44]2[CH:45]=[N:46][N:47]3[CH:52]=[CH:51][CH:50]=[N:49][C:48]=23)=[O:43])[CH:24]=1. The yield is 0.670.